Task: Predict the product of the given reaction.. Dataset: Forward reaction prediction with 1.9M reactions from USPTO patents (1976-2016) (1) The product is: [OH:34][C@@H:29]1[CH2:30][CH2:31][CH2:32][CH2:33][C@H:28]1[NH:27][C:4]1[S:5][C:6]2[CH:12]=[C:11]([CH2:13][N:14]3[CH:19]=[CH:18][N:17]=[C:16]([N:20]4[CH2:25][CH2:24][O:23][CH2:22][CH2:21]4)[C:15]3=[O:26])[CH:10]=[CH:9][C:7]=2[N:8]=1. Given the reactants CS([C:4]1[S:5][C:6]2[CH:12]=[C:11]([CH2:13][N:14]3[CH:19]=[CH:18][N:17]=[C:16]([N:20]4[CH2:25][CH2:24][O:23][CH2:22][CH2:21]4)[C:15]3=[O:26])[CH:10]=[CH:9][C:7]=2[N:8]=1)=O.[NH2:27][C@@H:28]1[CH2:33][CH2:32][CH2:31][CH2:30][C@H:29]1[OH:34].CCN(C(C)C)C(C)C.O, predict the reaction product. (2) Given the reactants N[C:2]([C:4]1([NH:17][C:18]([O:20][CH2:21][C:22]2[CH:27]=[CH:26][CH:25]=[CH:24][CH:23]=2)=[O:19])[CH2:9][CH2:8][N:7]([C:10]([O:12][C:13]([CH3:16])([CH3:15])[CH3:14])=[O:11])[CH2:6][CH2:5]1)=[O:3].C([OH:30])C, predict the reaction product. The product is: [CH2:21]([O:20][C:18]([NH:17][C:4]1([C:2]([OH:30])=[O:3])[CH2:9][CH2:8][N:7]([C:10]([O:12][C:13]([CH3:15])([CH3:16])[CH3:14])=[O:11])[CH2:6][CH2:5]1)=[O:19])[C:22]1[CH:27]=[CH:26][CH:25]=[CH:24][CH:23]=1. (3) Given the reactants [NH2:1][C:2]1[N:7]=[CH:6][N:5]=[C:4]2[N:8]([C@@H:12]3[CH2:17][CH2:16][CH2:15][N:14]([C:18]([O:20][C:21]([CH3:24])([CH3:23])[CH3:22])=[O:19])[CH2:13]3)[N:9]=[C:10](I)[C:3]=12.[F:25][C:26]1[CH:31]=[C:30]([O:32][C:33]2[CH:38]=[CH:37][CH:36]=[CH:35][CH:34]=2)[CH:29]=[CH:28][C:27]=1B(O)O.C(=O)([O-])[O-].[Na+].[Na+].COCCOC, predict the reaction product. The product is: [NH2:1][C:2]1[N:7]=[CH:6][N:5]=[C:4]2[N:8]([C@@H:12]3[CH2:17][CH2:16][CH2:15][N:14]([C:18]([O:20][C:21]([CH3:24])([CH3:23])[CH3:22])=[O:19])[CH2:13]3)[N:9]=[C:10]([C:27]3[CH:28]=[CH:29][C:30]([O:32][C:33]4[CH:38]=[CH:37][CH:36]=[CH:35][CH:34]=4)=[CH:31][C:26]=3[F:25])[C:3]=12. (4) Given the reactants [CH2:1]([O:8]C1C(OC)=CC(C(Cl)=O)=CC=1OC)[C:2]1[CH:7]=[CH:6][CH:5]=[CH:4][CH:3]=1.[NH2:22]CCN1CCOCC1.C(=O)([O-])[O-].[Na+].[Na+].C1(S(O)(=O)=O)C=CC=CC=1, predict the reaction product. The product is: [C:1]([NH2:22])(=[O:8])[C:2]1[CH:7]=[CH:6][CH:5]=[CH:4][CH:3]=1. (5) Given the reactants [F:1][C:2]([F:7])([F:6])[C:3]([O-])=O.[C:8]([C:11]1[C:12]([NH:23][C:24]2[CH:29]=[CH:28][CH:27]=[CH:26][CH:25]=2)=[N:13][N:14]([C:16]2([CH2:20][C:21]#[N:22])[CH2:19][NH2+:18][CH2:17]2)[CH:15]=1)(=[O:10])[NH2:9].FC(F)(F)S(OCC(F)(F)F)(=O)=O.C([O-])([O-])=O.[K+].[K+].O, predict the reaction product. The product is: [C:21]([CH2:20][C:16]1([N:14]2[CH:15]=[C:11]([C:8]([NH2:9])=[O:10])[C:12]([NH:23][C:24]3[CH:29]=[CH:28][CH:27]=[CH:26][CH:25]=3)=[N:13]2)[CH2:17][N:18]([CH2:3][C:2]([F:7])([F:6])[F:1])[CH2:19]1)#[N:22].